Dataset: Forward reaction prediction with 1.9M reactions from USPTO patents (1976-2016). Task: Predict the product of the given reaction. The product is: [Cl:19][C:20]1[C:25]([Cl:26])=[CH:24][CH:23]=[CH:22][C:21]=1[N:27]1[CH2:32][CH2:31][N:30]([CH2:16][CH2:15][CH2:14][CH2:13][O:12][C:8]2[N:9]=[C:10]3[C:5]([CH:4]=[CH:3][C:2](=[O:1])[NH:11]3)=[CH:6][CH:7]=2)[CH2:29][CH2:28]1. Given the reactants [O:1]=[C:2]1[NH:11][C:10]2[N:9]=[C:8]([O:12][CH2:13][CH2:14][CH2:15][CH:16]=O)[CH:7]=[CH:6][C:5]=2[CH:4]=[CH:3]1.Cl.[Cl:19][C:20]1[C:25]([Cl:26])=[CH:24][CH:23]=[CH:22][C:21]=1[N:27]1[CH2:32][CH2:31][NH:30][CH2:29][CH2:28]1.CCN(CC)CC.[BH-](OC(C)=O)(OC(C)=O)OC(C)=O.[Na+], predict the reaction product.